The task is: Predict the reactants needed to synthesize the given product.. This data is from Full USPTO retrosynthesis dataset with 1.9M reactions from patents (1976-2016). (1) The reactants are: [C:1]([CH:4]1[CH2:10][CH2:9][CH2:8][C:7]2[CH:11]=[C:12]([N:15]3[CH2:19][C@H:18]([CH2:20][NH:21][C:22](=[O:24])[CH3:23])[O:17][C:16]3=[O:25])[CH:13]=[CH:14][C:6]=2[C:5]1=O)(=O)[CH3:2].O.[NH2:28][NH2:29]. Given the product [CH3:2][C:1]1[C:4]2[CH2:10][CH2:9][CH2:8][C:7]3[CH:11]=[C:12]([N:15]4[CH2:19][C@H:18]([CH2:20][NH:21][C:22](=[O:24])[CH3:23])[O:17][C:16]4=[O:25])[CH:13]=[CH:14][C:6]=3[C:5]=2[NH:29][N:28]=1, predict the reactants needed to synthesize it. (2) Given the product [CH:28]([O:27][N:26]=[C:20]([N:21]1[CH:25]=[N:24][CH:23]=[N:22]1)[C:19](=[N:18][O:17][CH:14]([CH3:16])[CH3:15])[O:31][CH3:3])([CH3:30])[CH3:29], predict the reactants needed to synthesize it. The reactants are: IC.[CH3:3]N(C)C=O.C(=O)([O-])[O-].[K+].[K+].[CH:14]([O:17][NH:18][C:19](=[O:31])[C:20](=[N:26][O:27][CH:28]([CH3:30])[CH3:29])[N:21]1[CH:25]=[N:24][CH:23]=[N:22]1)([CH3:16])[CH3:15]. (3) Given the product [C:8]1([C:14]2[CH:26]=[CH:25][C:17]([C:18]([OH:20])=[O:19])=[C:16]([NH:27][C:28]([C:30]3[CH:31]=[N:32][C:33]([C:36]4[CH:37]=[CH:38][CH:39]=[CH:40][CH:41]=4)=[CH:34][CH:35]=3)=[O:29])[CH:15]=2)[CH:9]=[CH:10][CH:11]=[CH:12][CH:13]=1, predict the reactants needed to synthesize it. The reactants are: FC(F)(F)C(O)=O.[C:8]1([C:14]2[CH:26]=[CH:25][C:17]([C:18]([O:20]C(C)(C)C)=[O:19])=[C:16]([NH:27][C:28]([C:30]3[CH:31]=[N:32][C:33]([C:36]4[CH:41]=[CH:40][CH:39]=[CH:38][CH:37]=4)=[CH:34][CH:35]=3)=[O:29])[CH:15]=2)[CH:13]=[CH:12][CH:11]=[CH:10][CH:9]=1. (4) Given the product [CH3:18][O:17][C:12]1[CH:13]=[C:14]2[C:9](=[CH:10][CH:11]=1)[C:8]([O:19][C:20]1[CH:25]=[CH:24][C:23]([O:26][CH2:27][CH2:28][N:29]3[CH2:30][CH2:31][CH2:32][CH2:33][CH2:34]3)=[CH:22][CH:21]=1)=[C:7]([C:39]1[CH:43]=[C:42]([S:44]([CH3:47])(=[O:46])=[O:45])[S:41][CH:40]=1)[CH:16]=[CH:15]2, predict the reactants needed to synthesize it. The reactants are: FC(F)(F)S(O[C:7]1[CH:16]=[CH:15][C:14]2[C:9](=[CH:10][CH:11]=[C:12]([O:17][CH3:18])[CH:13]=2)[C:8]=1[O:19][C:20]1[CH:25]=[CH:24][C:23]([O:26][CH2:27][CH2:28][N:29]2[CH2:34][CH2:33][CH2:32][CH2:31][CH2:30]2)=[CH:22][CH:21]=1)(=O)=O.C[Sn](C)(C)[C:39]1[CH:43]=[C:42]([S:44]([CH3:47])(=[O:46])=[O:45])[S:41][CH:40]=1.[F-].[Cs+].